Dataset: Catalyst prediction with 721,799 reactions and 888 catalyst types from USPTO. Task: Predict which catalyst facilitates the given reaction. (1) Reactant: C(N(C(C)C)CC)(C)C.Cl[C:11]1[C:16]([CH2:17][CH3:18])=[C:15]([Cl:19])[N:14]=[CH:13][N:12]=1.[CH3:20][C:21]([O:24][C:25](=[O:40])[C@H:26]([CH2:38][NH2:39])[NH:27][C:28]([O:30][CH2:31][C:32]1[CH:37]=[CH:36][CH:35]=[CH:34][CH:33]=1)=[O:29])([CH3:23])[CH3:22].C(=O)(O)[O-].[Na+]. Product: [Cl:19][C:15]1[N:14]=[CH:13][N:12]=[C:11]([NH:39][CH2:38][C@@H:26]([C:25]([O:24][C:21]([CH3:23])([CH3:22])[CH3:20])=[O:40])[NH:27][C:28]([O:30][CH2:31][C:32]2[CH:37]=[CH:36][CH:35]=[CH:34][CH:33]=2)=[O:29])[C:16]=1[CH2:17][CH3:18]. The catalyst class is: 288. (2) Reactant: Cl[C:2]1[CH:7]=[C:6]([I:8])[CH:5]=[C:4]([Cl:9])[N:3]=1.Cl.[F:11][C:12]1([F:16])[CH2:15][NH:14][CH2:13]1.C(N(C(C)C)CC)(C)C. Product: [Cl:9][C:4]1[CH:5]=[C:6]([I:8])[CH:7]=[C:2]([N:14]2[CH2:15][C:12]([F:16])([F:11])[CH2:13]2)[N:3]=1. The catalyst class is: 54. (3) Reactant: N1CCCCC1.C1C2C(OC(=O)[N:22](C)[C@@H:23]([CH:80]([CH3:82])[CH3:81])[C:24]([NH:26][C@@H:27]([CH3:79])[C:28]([NH:30][C:31]3[CH:36]=[CH:35][C:34]([C:37]4[CH2:38][CH:39]5[CH:45]=[N:44][C:43]6[CH:46]=[C:47]([O:52][CH2:53][CH2:54][CH2:55][O:56][C:57]7[C:58]([O:75][CH3:76])=[CH:59][C:60]8[C:66](=[O:67])[N:65]9[CH:68]=[C:69]([CH:71]%10[CH2:73][CH2:72]%10)[CH2:70][CH:64]9[CH:63]=[N:62][C:61]=8[CH:74]=7)[C:48]([O:50][CH3:51])=[CH:49][C:42]=6[C:41](=[O:77])[N:40]5[CH:78]=4)=[CH:33][CH:32]=3)=[O:29])=[O:25])C3C(=CC=CC=3)C=2C=CC=1. Product: [NH2:22][C@@H:23]([CH:80]([CH3:82])[CH3:81])[C:24]([NH:26][C@@H:27]([CH3:79])[C:28]([NH:30][C:31]1[CH:32]=[CH:33][C:34]([C:37]2[CH2:38][CH:39]3[CH:45]=[N:44][C:43]4[CH:46]=[C:47]([O:52][CH2:53][CH2:54][CH2:55][O:56][C:57]5[C:58]([O:75][CH3:76])=[CH:59][C:60]6[C:66](=[O:67])[N:65]7[CH:68]=[C:69]([CH:71]8[CH2:73][CH2:72]8)[CH2:70][CH:64]7[CH:63]=[N:62][C:61]=6[CH:74]=5)[C:48]([O:50][CH3:51])=[CH:49][C:42]=4[C:41](=[O:77])[N:40]3[CH:78]=2)=[CH:35][CH:36]=1)=[O:29])=[O:25]. The catalyst class is: 85.